This data is from CYP1A2 inhibition data for predicting drug metabolism from PubChem BioAssay. The task is: Regression/Classification. Given a drug SMILES string, predict its absorption, distribution, metabolism, or excretion properties. Task type varies by dataset: regression for continuous measurements (e.g., permeability, clearance, half-life) or binary classification for categorical outcomes (e.g., BBB penetration, CYP inhibition). Dataset: cyp1a2_veith. (1) The result is 1 (inhibitor). The molecule is COCCn1c(=O)cnc2cnc(Oc3cccc(Cl)c3)nc21. (2) The compound is CCC[C@H]1C[C@H](C(=O)N[C@H]([C@H](C)Cl)[C@H]2O[C@@H](SC)[C@@H](O)[C@@H](O)[C@@H]2O)N(C)C1. The result is 0 (non-inhibitor). (3) The molecule is N#Cc1cccc(-c2cc(NCc3cccs3)ncn2)c1. The result is 1 (inhibitor). (4) The compound is N#Cc1c(Cl)cccc1-n1ccnc1. The result is 1 (inhibitor). (5) The drug is CN=C1N[C@H](c2ccccc2)N(c2ccccc2)S1. The result is 1 (inhibitor). (6) The compound is Cc1ccccc1-c1cc(Nc2ccc(F)cc2)ncn1. The result is 1 (inhibitor).